Task: Predict the reactants needed to synthesize the given product.. Dataset: Full USPTO retrosynthesis dataset with 1.9M reactions from patents (1976-2016) (1) Given the product [CH2:40]([O:35][C:34](=[O:36])[CH2:33][N:10]([CH2:9][CH2:8][CH2:7][CH2:6][N:5]([CH2:2][CH2:3][CH3:4])[CH2:37][CH2:38][CH3:39])[CH2:11][C:12]1[CH:17]=[CH:16][C:15]([CH2:18][N:19]([CH2:27][C:28]2[NH:29][CH:30]=[CH:31][N:32]=2)[CH2:20][C:21]2[N:22]([CH3:26])[CH:23]=[CH:24][N:25]=2)=[CH:14][CH:13]=1)[CH:41]=[CH:42][C:43]1[CH:48]=[CH:47][CH:46]=[CH:45][CH:44]=1, predict the reactants needed to synthesize it. The reactants are: Cl.[CH2:2]([N:5]([CH2:37][CH2:38][CH3:39])[CH2:6][CH2:7][CH2:8][CH2:9][N:10]([CH2:33][C:34]([OH:36])=[O:35])[CH2:11][C:12]1[CH:17]=[CH:16][C:15]([CH2:18][N:19]([CH2:27][C:28]2[NH:29][CH:30]=[CH:31][N:32]=2)[CH2:20][C:21]2[N:22]([CH3:26])[CH:23]=[CH:24][N:25]=2)=[CH:14][CH:13]=1)[CH2:3][CH3:4].[CH2:40](O)[CH:41]=[CH:42][C:43]1[CH:48]=[CH:47][CH:46]=[CH:45][CH:44]=1. (2) Given the product [C:21]([O:20][C:18]([N:15]1[CH2:16][CH:9]2[N:8]([CH2:1][C:2]3[CH:7]=[CH:6][CH:5]=[CH:4][CH:3]=3)[CH:13]([CH2:12][O:11][CH2:10]2)[CH2:14]1)=[O:17])([CH3:24])([CH3:23])[CH3:22], predict the reactants needed to synthesize it. The reactants are: [CH2:1]([N:8]1[CH:13]2[CH2:14][NH:15][CH2:16][CH:9]1[CH2:10][O:11][CH2:12]2)[C:2]1[CH:7]=[CH:6][CH:5]=[CH:4][CH:3]=1.[O:17](C(OC(C)(C)C)=O)[C:18]([O:20][C:21]([CH3:24])([CH3:23])[CH3:22])=O. (3) Given the product [C:1]([O:5][C:6]([C@@H:8]1[CH2:13][C@@H:12]([OH:11])[CH2:14][C@H:9]1[C:10](=[O:15])[NH:30][C@:25]1([C:23]([O:22][CH2:20][CH3:21])=[O:24])[CH2:27][C@H:26]1[CH:28]=[CH2:29])=[O:7])([CH3:4])([CH3:3])[CH3:2], predict the reactants needed to synthesize it. The reactants are: [C:1]([O:5][C:6]([CH:8]1[CH2:13][CH:12]2[CH2:14][CH:9]1[C:10](=[O:15])[O:11]2)=[O:7])([CH3:4])([CH3:3])[CH3:2].[OH-].[Li+].Cl.Cl.[CH2:20]([O:22][C:23]([C@@:25]1([NH2:30])[CH2:27][C@H:26]1[CH:28]=[CH2:29])=[O:24])[CH3:21].C(N(C(C)C)CC)(C)C.CN(C(ON1N=NC2C=CC=NC1=2)=[N+](C)C)C.F[P-](F)(F)(F)(F)F. (4) Given the product [OH:2][C:3]1[CH:12]=[CH:11][CH:10]=[C:9]2[C:4]=1[CH:5]=[CH:6][C:7]([N:13]1[C:17]([CH3:18])=[CH:16][C:15]([O:19][CH2:20][CH2:21][N:22]3[CH2:27][CH2:26][O:25][CH2:24][CH2:23]3)=[N:14]1)=[CH:8]2, predict the reactants needed to synthesize it. The reactants are: C[O:2][C:3]1[CH:12]=[CH:11][CH:10]=[C:9]2[C:4]=1[CH:5]=[CH:6][C:7]([N:13]1[C:17]([CH3:18])=[CH:16][C:15]([O:19][CH2:20][CH2:21][N:22]3[CH2:27][CH2:26][O:25][CH2:24][CH2:23]3)=[N:14]1)=[CH:8]2. (5) Given the product [Cl:1][C:2]1[CH:3]=[C:4]2[C:9](=[CH:10][C:11]=1[OH:12])[O:8][CH2:7][CH2:6][CH:5]2[C:13]([O:15][CH2:21][CH3:22])=[O:14], predict the reactants needed to synthesize it. The reactants are: [Cl:1][C:2]1[CH:3]=[C:4]2[C:9](=[CH:10][C:11]=1[OH:12])[O:8][CH2:7][CH2:6][CH:5]2[C:13]([OH:15])=[O:14].S(=O)(=O)(O)O.[CH2:21](O)[CH3:22]. (6) Given the product [CH2:42]([O:49][C:50]1[CH:55]=[CH:54][C:53]([CH2:56][CH2:57][NH:58][CH2:59][C:60]2[CH:61]=[C:3]([O:2][CH3:1])[CH:4]=[CH:5][C:6]=2[CH:10]2[CH2:19][CH2:18][C:17]3[C:12](=[CH:13][CH:14]=[C:15]([O:20][CH3:21])[CH:16]=3)[C:11]2([CH3:23])[CH3:22])=[CH:52][CH:51]=1)[C:43]1[CH:48]=[CH:47][CH:46]=[CH:45][CH:44]=1, predict the reactants needed to synthesize it. The reactants are: [CH3:1][O:2][C:3]1[CH:4]=[CH:5][C:6]([CH:10]2[CH2:19][CH2:18][C:17]3[C:12](=[CH:13][CH:14]=[C:15]([O:20][CH3:21])[CH:16]=3)[C:11]2([CH3:23])[CH3:22])=C(N)C=1.C(OC1C=CC(CC(Cl)=O)=CC=1)C1C=CC=CC=1.[CH2:42]([O:49][C:50]1[CH:55]=[CH:54][C:53]([CH2:56][CH2:57][NH:58][C:59]2C=C(OC)C=[CH:61][C:60]=2C2CCC3C(=CC=C(OC)C=3)C2(C)C)=[CH:52][CH:51]=1)[C:43]1[CH:48]=[CH:47][CH:46]=[CH:45][CH:44]=1. (7) Given the product [CH:51]1[C:52]2[CH:40]([CH2:39][O:38][C:36]([NH:1][C@@H:2]([C@H:6]([C:8]3[C:16]4[C:11](=[CH:12][CH:13]=[CH:14][CH:15]=4)[N:10]([C:17]([O:19][C:20]([CH3:22])([CH3:21])[CH3:23])=[O:18])[CH:9]=3)[CH3:7])[C:3]([OH:5])=[O:4])=[O:37])[C:41]3[C:46](=[CH:45][CH:44]=[CH:43][CH:42]=3)[C:47]=2[CH:48]=[CH:49][CH:50]=1, predict the reactants needed to synthesize it. The reactants are: [NH2:1][C@@H:2]([C@H:6]([C:8]1[C:16]2[C:11](=[CH:12][CH:13]=[CH:14][CH:15]=2)[N:10]([C:17]([O:19][C:20]([CH3:23])([CH3:22])[CH3:21])=[O:18])[CH:9]=1)[CH3:7])[C:3]([OH:5])=[O:4].C(=O)(O)[O-].[Na+].O=C1CCC(=O)N1[C:36]([O:38][CH2:39][CH:40]1[C:52]2[CH:51]=[CH:50][CH:49]=[CH:48][C:47]=2[C:46]2[C:41]1=[CH:42][CH:43]=[CH:44][CH:45]=2)=[O:37].[Cl-].[NH4+]. (8) Given the product [CH:12]1([CH2:15][O:16][C:17]2[CH:18]=[C:19]([CH2:23][CH2:24][C:25]3[NH:30][N:29]=[C:9]([NH2:11])[CH:10]=3)[CH:20]=[CH:21][CH:22]=2)[CH2:13][CH2:14]1, predict the reactants needed to synthesize it. The reactants are: [Li+].CC([N-]C(C)C)C.[C:9](#[N:11])[CH3:10].[CH:12]1([CH2:15][O:16][C:17]2[CH:18]=[C:19]([CH2:23][CH2:24][C:25](OC)=O)[CH:20]=[CH:21][CH:22]=2)[CH2:14][CH2:13]1.[NH2:29][NH2:30]. (9) The reactants are: [C:1]1([CH:11]=[CH:12][C:13](O)=[O:14])[C:10]2[C:5](=[CH:6][CH:7]=[CH:8][CH:9]=2)[CH:4]=[CH:3][CH:2]=1.O1CCCC1.B.O.Cl. Given the product [C:1]1([CH2:11][CH2:12][CH2:13][OH:14])[C:10]2[C:5](=[CH:6][CH:7]=[CH:8][CH:9]=2)[CH:4]=[CH:3][CH:2]=1, predict the reactants needed to synthesize it. (10) Given the product [C:31]([O:35][C:36]([N:38]1[CH2:39][CH:40]=[C:41]([C:11]2[CH:12]=[CH:13][C:8]([NH:7][C:6]([O:5][C:1]([CH3:2])([CH3:3])[CH3:4])=[O:30])=[C:9]([N+:27]([O-:29])=[O:28])[CH:10]=2)[CH2:42][CH2:43]1)=[O:37])([CH3:34])([CH3:32])[CH3:33], predict the reactants needed to synthesize it. The reactants are: [C:1]([O:5][C:6](=[O:30])[NH:7][C:8]1[CH:13]=[CH:12][C:11]([Sn](CCCC)(CCCC)CCCC)=[CH:10][C:9]=1[N+:27]([O-:29])=[O:28])([CH3:4])([CH3:3])[CH3:2].[C:31]([O:35][C:36]([N:38]1[CH2:43][CH:42]=[C:41](OS(C(F)(F)F)(=O)=O)[CH2:40][CH2:39]1)=[O:37])([CH3:34])([CH3:33])[CH3:32].